Dataset: Catalyst prediction with 721,799 reactions and 888 catalyst types from USPTO. Task: Predict which catalyst facilitates the given reaction. (1) Reactant: C([O:9][CH2:10][C@@H:11]1[CH2:15][C@@H:14]([NH:16][S:17]([CH3:20])(=[O:19])=[O:18])[C@H:13]([N:21]2[C:25]3[N:26]=[C:27]([NH2:31])[NH:28][C:29](=[O:30])[C:24]=3[S:23][C:22]2=[O:32])[O:12]1)(=O)C1C=CC=CC=1.C([O-])([O-])=O.[K+].[K+]. Product: [NH2:31][C:27]1[NH:28][C:29](=[O:30])[C:24]2[S:23][C:22](=[O:32])[N:21]([C@H:13]3[C@H:14]([NH:16][S:17]([CH3:20])(=[O:19])=[O:18])[CH2:15][C@@H:11]([CH2:10][OH:9])[O:12]3)[C:25]=2[N:26]=1. The catalyst class is: 5. (2) Reactant: [N:1]1[CH:6]=[CH:5][CH:4]=[CH:3][C:2]=1[C:7]1[CH:12]=[CH:11][CH:10]=[C:9]([NH2:13])[C:8]=1[NH2:14].[ClH:15]. Product: [ClH:15].[ClH:15].[ClH:15].[N:1]1[CH:6]=[CH:5][CH:4]=[CH:3][C:2]=1[C:7]1[CH:12]=[CH:11][CH:10]=[C:9]([NH2:13])[C:8]=1[NH2:14]. The catalyst class is: 25. (3) Reactant: [C@@H:1]12[NH:8][CH2:7][C@@H:6]1[CH2:5][CH2:4][N:3]([C:9]([O:11][C:12]([CH3:15])([CH3:14])[CH3:13])=[O:10])[CH2:2]2.CCN(C(C)C)C(C)C.Cl[C:26]1[N:31]=[C:30]([C:32]([F:35])([F:34])[F:33])[CH:29]=[CH:28][N:27]=1. Product: [F:33][C:32]([F:35])([F:34])[C:30]1[CH:29]=[CH:28][N:27]=[C:26]([N:8]2[C@@H:1]3[C@@H:6]([CH2:5][CH2:4][N:3]([C:9]([O:11][C:12]([CH3:15])([CH3:14])[CH3:13])=[O:10])[CH2:2]3)[CH2:7]2)[N:31]=1. The catalyst class is: 47. (4) Reactant: Cl[C:2]1[NH:3][CH:4]=[CH:5][C:6]=1[N+:7]([O-:9])=[O:8].[CH2:10]([SH:12])[CH3:11].C(N(C(C)C)C(C)C)C. Product: [CH2:10]([S:12][C:2]1[NH:3][CH:4]=[CH:5][C:6]=1[N+:7]([O-:9])=[O:8])[CH3:11]. The catalyst class is: 10. (5) Reactant: [F:1][C:2]1[CH:26]=[CH:25][CH:24]=[C:23]([F:27])[C:3]=1[C:4]([NH:6][C:7]1[C:8]([C:12]2[NH:16][C:15]3[CH:17]=[CH:18][C:19]([O:21]C)=[CH:20][C:14]=3[N:13]=2)=[N:9][NH:10][CH:11]=1)=[O:5].[Cl-].[Al+3].[Cl-].[Cl-].C([O-])(O)=O.[Na+].C(O)(=O)CC(CC(O)=O)(C(O)=O)O. Product: [F:1][C:2]1[CH:26]=[CH:25][CH:24]=[C:23]([F:27])[C:3]=1[C:4]([NH:6][C:7]1[C:8]([C:12]2[NH:16][C:15]3[CH:17]=[CH:18][C:19]([OH:21])=[CH:20][C:14]=3[N:13]=2)=[N:9][NH:10][CH:11]=1)=[O:5]. The catalyst class is: 11. (6) Reactant: [Cl:1][C:2]1[N:10]=[C:9]2[C:5]([NH:6][CH:7]=[N:8]2)=[C:4](Cl)[N:3]=1.[CH3:12][O:13][C:14]1[CH:19]=[CH:18][CH:17]=[C:16]([NH2:20])[CH:15]=1.C(N(CC)CC)C.C(Cl)(Cl)Cl.CO. Product: [Cl:1][C:2]1[N:10]=[C:9]2[C:5]([NH:6][CH:7]=[N:8]2)=[C:4]([NH:20][C:16]2[CH:17]=[CH:18][CH:19]=[C:14]([O:13][CH3:12])[CH:15]=2)[N:3]=1. The catalyst class is: 709. (7) Reactant: [CH3:1][O:2][C:3]1[CH:4]=[C:5]2[C:10](=[CH:11][C:12]=1[O:13][CH2:14][CH2:15][O:16][CH3:17])[N:9]=[CH:8][N:7]=[C:6]2[O:18][C:19]1[CH:20]=[C:21]([CH:23]=[CH:24][CH:25]=1)[NH2:22].[C:26]([C:28]([C:31]1[CH:32]=[C:33]([NH:37][C:38](=O)[O:39]C2C=CC=CC=2)[CH:34]=[CH:35][CH:36]=1)([CH3:30])[CH3:29])#[N:27]. Product: [C:26]([C:28]([C:31]1[CH:32]=[C:33]([NH:37][C:38]([NH:22][C:21]2[CH:23]=[CH:24][CH:25]=[C:19]([O:18][C:6]3[C:5]4[C:10](=[CH:11][C:12]([O:13][CH2:14][CH2:15][O:16][CH3:17])=[C:3]([O:2][CH3:1])[CH:4]=4)[N:9]=[CH:8][N:7]=3)[CH:20]=2)=[O:39])[CH:34]=[CH:35][CH:36]=1)([CH3:30])[CH3:29])#[N:27]. The catalyst class is: 230. (8) Reactant: F[C:2]1[CH:7]=[CH:6][CH:5]=[C:4]([N:8]2[CH:12]=[C:11]([C:13]#[C:14][C:15]3[CH:20]=[CH:19][N:18]=[C:17]([Cl:21])[CH:16]=3)[N:10]=[C:9]2[CH3:22])[N:3]=1.[OH-:23].[K+]. Product: [Cl:21][C:17]1[CH:16]=[C:15]([C:14]#[C:13][C:11]2[N:10]=[C:9]([CH3:22])[N:8]([C:4]3[N:3]=[C:2]([OH:23])[CH:7]=[CH:6][CH:5]=3)[CH:12]=2)[CH:20]=[CH:19][N:18]=1. The catalyst class is: 107.